Task: Predict the reaction yield, written as a fraction of the theoretical maximum amount of product (1.0 means a 100% yield; for example, 0.34 means a 34% yield).. Dataset: Reaction yield outcomes from USPTO patents with 853,638 reactions (1) The reactants are [NH2:1][CH2:2][CH2:3][O:4][C:5]1[CH:44]=[CH:43][C:8]([CH2:9][C@H:10]([NH:31][C:32](=[O:42])[O:33][C@@H:34]2[C@H:41]3[C@H:37]([O:38][CH2:39][CH2:40]3)[O:36][CH2:35]2)[C@H:11]([OH:30])[CH2:12][N:13]([S:18]([C:21]2[CH:29]=[CH:28][C:24]3[O:25][CH2:26][O:27][C:23]=3[CH:22]=2)(=[O:20])=[O:19])[CH2:14][CH:15]([CH3:17])[CH3:16])=[CH:7][CH:6]=1.C(N(CC)C(C)C)(C)C.[C:54](Cl)(=[O:56])[CH3:55]. The catalyst is C1COCC1.C(Cl)Cl. The product is [C:54]([NH:1][CH2:2][CH2:3][O:4][C:5]1[CH:44]=[CH:43][C:8]([CH2:9][C@H:10]([NH:31][C:32](=[O:42])[O:33][C@@H:34]2[C@H:41]3[C@H:37]([O:38][CH2:39][CH2:40]3)[O:36][CH2:35]2)[C@H:11]([OH:30])[CH2:12][N:13]([S:18]([C:21]2[CH:29]=[CH:28][C:24]3[O:25][CH2:26][O:27][C:23]=3[CH:22]=2)(=[O:19])=[O:20])[CH2:14][CH:15]([CH3:17])[CH3:16])=[CH:7][CH:6]=1)(=[O:56])[CH3:55]. The yield is 0.860. (2) The reactants are [CH2:1]([Si:3]([C:8]#[CH:9])([CH2:6][CH3:7])[CH2:4][CH3:5])[CH3:2].[Li]CC[CH2:13][CH3:14].[Br:15][C:16]1[S:17][C:18]2[C:19](=O)[C:20]3[CH:21]=[C:22]([Br:29])[S:23][C:24]=3[C:25](=O)[C:26]=2[CH:27]=1.Cl[Sn]Cl.Cl. The catalyst is O1CCOCC1.O. The product is [Br:15][C:16]1[S:17][C:18]2[C:26]([CH:27]=1)=[C:25]([C:9]#[C:8][Si:3]([CH2:6][CH3:7])([CH2:4][CH3:5])[CH2:1][CH3:2])[C:24]1[S:23][C:22]([Br:29])=[CH:21][C:20]=1[C:19]=2[C:2]#[C:1][Si:3]([CH2:13][CH3:14])([CH2:6][CH3:7])[CH2:4][CH3:5]. The yield is 0.490. (3) The reactants are [Cl:1][C:2]1[CH:7]=[C:6](Cl)[N:5]2[N:9]=[C:10]([C:12]3[CH:17]=[CH:16][CH:15]=[CH:14][CH:13]=3)[CH:11]=[C:4]2[N:3]=1.[S:18]1[CH2:22][CH2:21][NH:20][CH2:19]1. The catalyst is O1CCOCC1. The product is [Cl:1][C:2]1[CH:7]=[C:6]([N:20]2[CH2:21][CH2:22][S:18][CH2:19]2)[N:5]2[N:9]=[C:10]([C:12]3[CH:17]=[CH:16][CH:15]=[CH:14][CH:13]=3)[CH:11]=[C:4]2[N:3]=1. The yield is 0.780. (4) The reactants are [OH:1][CH2:2][C:3]([CH3:18])([CH3:17])[CH2:4][O:5][C:6]1[CH:13]=[CH:12][CH:11]=[C:10]([N+:14]([O-:16])=[O:15])[C:7]=1[C:8]#[N:9].[C:19](Cl)(=[O:21])[CH3:20]. No catalyst specified. The product is [C:19]([O:1][CH2:2][C:3]([CH3:18])([CH3:17])[CH2:4][O:5][C:6]1[CH:13]=[CH:12][CH:11]=[C:10]([N+:14]([O-:16])=[O:15])[C:7]=1[C:8]#[N:9])(=[O:21])[CH3:20]. The yield is 0.660. (5) The reactants are [Br:1][C:2]1[CH:3]=[C:4]([N+:12]([O-:14])=[O:13])[C:5]([CH3:11])=[C:6]([CH:10]=1)[C:7]([OH:9])=[O:8].[C:15](=O)([O-])[O-].[Na+].[Na+].CI. The catalyst is CN(C=O)C. The product is [Br:1][C:2]1[CH:3]=[C:4]([N+:12]([O-:14])=[O:13])[C:5]([CH3:11])=[C:6]([CH:10]=1)[C:7]([O:9][CH3:15])=[O:8]. The yield is 0.970. (6) The reactants are [CH3:1][N:2]1[C:6]([C:7](O)=[O:8])=[C:5]([C:10]([F:13])([F:12])[F:11])[C:4]([CH3:14])=[N:3]1.C[N:16](C)C=O.C(Cl)(=O)C(Cl)=O.N. The catalyst is ClCCl. The product is [CH3:1][N:2]1[C:6]([C:7]([NH2:16])=[O:8])=[C:5]([C:10]([F:13])([F:12])[F:11])[C:4]([CH3:14])=[N:3]1. The yield is 1.00. (7) The reactants are Cl.[NH2:2][C:3]1[N:4]=[C:5]2[CH:10]=[CH:9][C:8]([O:11][C:12]3[CH:13]=[CH:14][C:15]([CH3:28])=[C:16]([NH:18][C:19]([C:21]4[N:25]([CH3:26])[N:24]=[C:23]([CH3:27])[CH:22]=4)=[O:20])[CH:17]=3)=[N:7][N:6]2[CH:29]=1.[CH3:30][C:31]([CH3:36])=[CH:32][C:33](Cl)=[O:34]. The catalyst is CN(C)C(=O)C. The product is [CH3:26][N:25]1[C:21]([C:19]([NH:18][C:16]2[CH:17]=[C:12]([O:11][C:8]3[CH:9]=[CH:10][C:5]4[N:6]([CH:29]=[C:3]([NH:2][C:33](=[O:34])[CH:32]=[C:31]([CH3:36])[CH3:30])[N:4]=4)[N:7]=3)[CH:13]=[CH:14][C:15]=2[CH3:28])=[O:20])=[CH:22][C:23]([CH3:27])=[N:24]1. The yield is 0.680. (8) The reactants are [NH2:1][C:2]1[CH:7]=[CH:6][CH:5]=[CH:4][CH:3]=1.[H-].[Na+].[Cl:10][C:11]1[C:16]([CH:17]=[O:18])=[C:15](Cl)[N:14]=[C:13]([S:20][CH3:21])[N:12]=1.O. The catalyst is CS(C)=O.CCOC(C)=O. The product is [Cl:10][C:11]1[C:16]([CH:17]=[O:18])=[C:15]([NH:1][C:2]2[CH:7]=[CH:6][CH:5]=[CH:4][CH:3]=2)[N:14]=[C:13]([S:20][CH3:21])[N:12]=1. The yield is 0.760. (9) The reactants are Cl[CH2:2][C:3]([NH:5][C:6]1[CH:11]=[C:10]([N+:12]([O-:14])=[O:13])[CH:9]=[C:8]([S:15]([CH3:18])(=[O:17])=[O:16])[CH:7]=1)=[O:4].[NH2:19][C@H:20]([CH2:23][CH3:24])[CH2:21][OH:22]. The catalyst is C(OCC)(=O)C. The product is [OH:22][CH2:21][C@H:20]([NH:19][CH2:2][C:3]([NH:5][C:6]1[CH:11]=[C:10]([N+:12]([O-:14])=[O:13])[CH:9]=[C:8]([S:15]([CH3:18])(=[O:17])=[O:16])[CH:7]=1)=[O:4])[CH2:23][CH3:24]. The yield is 0.430. (10) The reactants are [CH3:1][C:2]1[CH:11]=[CH:10][C:5]([C:6]([O:8][CH3:9])=[O:7])=[CH:4][N:3]=1.C1C=C(Cl)C=C(C(OO)=[O:20])C=1. The catalyst is C(Cl)Cl. The product is [CH3:9][O:8][C:6]([C:5]1[CH:10]=[CH:11][C:2]([CH3:1])=[N+:3]([O-:20])[CH:4]=1)=[O:7]. The yield is 0.720.